Dataset: Forward reaction prediction with 1.9M reactions from USPTO patents (1976-2016). Task: Predict the product of the given reaction. (1) Given the reactants [C:1]([C:5]1[O:6][C:7]2[C:8](=[C:10]([C:31]#[N:32])[C:11]([CH3:30])=[C:12]([C:22]3[CH:27]=[CH:26][CH:25]=[C:24]([O:28]C)[CH:23]=3)[C:13]=2[N:14]2[CH2:18][CH2:17][C@H:16]([N:19]([CH3:21])[CH3:20])[CH2:15]2)[N:9]=1)([CH3:4])([CH3:3])[CH3:2].[Cl-].[Al+3].[Cl-].[Cl-].O.C(=O)(O)[O-].[Na+], predict the reaction product. The product is: [C:1]([C:5]1[O:6][C:7]2[C:8](=[C:10]([C:31]#[N:32])[C:11]([CH3:30])=[C:12]([C:22]3[CH:27]=[CH:26][CH:25]=[C:24]([OH:28])[CH:23]=3)[C:13]=2[N:14]2[CH2:18][CH2:17][C@H:16]([N:19]([CH3:20])[CH3:21])[CH2:15]2)[N:9]=1)([CH3:4])([CH3:2])[CH3:3]. (2) The product is: [O:27]=[C:14]([C:11]1[CH:10]=[CH:9][C:8]([C:5]2[CH:4]=[CH:3][C:2]([NH:1][C:28](=[O:33])[CH2:29][CH2:30][CH2:31][CH3:32])=[CH:7][CH:6]=2)=[CH:13][CH:12]=1)[CH2:15][CH:16]([C:22]([O:24][CH2:25][CH3:26])=[O:23])[C:17]([O:19][CH2:20][CH3:21])=[O:18]. Given the reactants [NH2:1][C:2]1[CH:7]=[CH:6][C:5]([C:8]2[CH:13]=[CH:12][C:11]([C:14](=[O:27])[CH2:15][CH:16]([C:22]([O:24][CH2:25][CH3:26])=[O:23])[C:17]([O:19][CH2:20][CH3:21])=[O:18])=[CH:10][CH:9]=2)=[CH:4][CH:3]=1.[C:28](Cl)(=[O:33])[CH2:29][CH2:30][CH2:31][CH3:32], predict the reaction product. (3) Given the reactants C(O[C@H]1C[C@@H](C2C=CN=CC=2)OC2(CCNCC2)C1)C.CCN=C=NCCCN(C)C.[CH:32]([O:35][C:36]1[CH:44]=[CH:43][C:39]([C:40](O)=[O:41])=[CH:38][C:37]=1[CH3:45])([CH3:34])[CH3:33].CCN(C(C)C)C(C)C, predict the reaction product. The product is: [CH:32]([O:35][C:36]1[CH:44]=[CH:43][C:39]([CH:40]=[O:41])=[CH:38][C:37]=1[CH3:45])([CH3:34])[CH3:33]. (4) Given the reactants [C:1]1([OH:7])[CH:6]=[CH:5][CH:4]=[CH:3][CH:2]=1.[OH:8][C:9]([CH3:19])([CH3:18])[C:10]([C:12]1[CH:17]=[CH:16][CH:15]=[CH:14][CH:13]=1)=[O:11].FC(F)(F)C(O)=O.C([SiH](CC)CC)C.C(=O)(O)[O-].[Na+], predict the reaction product. The product is: [OH:8][C:9]([CH3:19])([CH3:18])[C:10]([C:12]1[CH:17]=[CH:16][CH:15]=[CH:14][CH:13]=1)=[O:11].[CH2:10]([C:2]1[CH:3]=[CH:4][CH:5]=[CH:6][C:1]=1[OH:7])[CH:9]([CH3:19])[CH3:18].